This data is from Reaction yield outcomes from USPTO patents with 853,638 reactions. The task is: Predict the reaction yield, written as a fraction of the theoretical maximum amount of product (1.0 means a 100% yield; for example, 0.34 means a 34% yield). (1) The reactants are [CH2:1]([C@@H:3]1[CH2:8][N:7]([CH2:9][C:10]2[CH:15]=[CH:14][CH:13]=[CH:12][CH:11]=2)[C@H:6]([CH3:16])[CH2:5][NH:4]1)[CH3:2].C=O.[C:19](O[BH-](OC(=O)C)OC(=O)C)(=O)C.[Na+]. The catalyst is ClCCl. The product is [CH2:1]([C@@H:3]1[CH2:8][N:7]([CH2:9][C:10]2[CH:15]=[CH:14][CH:13]=[CH:12][CH:11]=2)[C@H:6]([CH3:16])[CH2:5][N:4]1[CH3:19])[CH3:2]. The yield is 0.910. (2) The reactants are [NH2:1][C:2]1[N:3]([CH3:24])[C:4](=[O:23])[C:5]2([C:15]3[C:10](=[CH:11][CH:12]=[C:13](Br)[CH:14]=3)[O:9][CH:8]([C:17]3[CH:22]=[CH:21][CH:20]=[CH:19][CH:18]=3)[CH2:7]2)[N:6]=1.[N:25]1[CH:30]=[CH:29][CH:28]=[C:27](B(O)O)[CH:26]=1. The catalyst is O1CCOCC1.C([O-])([O-])=O.[Cs+].[Cs+].Cl[Pd](Cl)([P](C1C=CC=CC=1)(C1C=CC=CC=1)C1C=CC=CC=1)[P](C1C=CC=CC=1)(C1C=CC=CC=1)C1C=CC=CC=1. The product is [NH2:1][C:2]1[N:3]([CH3:24])[C:4](=[O:23])[C:5]2([C:15]3[C:10](=[CH:11][CH:12]=[C:13]([C:27]4[CH:26]=[N:25][CH:30]=[CH:29][CH:28]=4)[CH:14]=3)[O:9][CH:8]([C:17]3[CH:22]=[CH:21][CH:20]=[CH:19][CH:18]=3)[CH2:7]2)[N:6]=1. The yield is 0.800. (3) The reactants are Br[C:2]1[CH:3]=[CH:4][C:5]([N+:15]([O-:17])=[O:16])=[C:6]([NH:8][C:9]2[CH:14]=[CH:13][CH:12]=[CH:11][CH:10]=2)[CH:7]=1.[NH:18]1[CH2:23][CH2:22][NH:21][CH2:20][CH2:19]1.O. The catalyst is CN1C(=O)CCC1. The product is [N+:15]([C:5]1[CH:4]=[CH:3][C:2]([N:18]2[CH2:23][CH2:22][NH:21][CH2:20][CH2:19]2)=[CH:7][C:6]=1[NH:8][C:9]1[CH:14]=[CH:13][CH:12]=[CH:11][CH:10]=1)([O-:17])=[O:16]. The yield is 0.650. (4) The reactants are [CH3:1][C:2]1([CH3:28])[O:6][C@H:5]2[C@H:7]([N:12]3[C:16]4[N:17]=[CH:18][N:19]=[C:20]([S:21][C:22]5[CH:27]=[CH:26][CH:25]=[CH:24][CH:23]=5)[C:15]=4[CH:14]=[CH:13]3)[CH2:8][C@@H:9]([CH2:10][OH:11])[C@H:4]2[O:3]1.N1C=CC=CC=1.Cl[S:36]([NH2:39])(=[O:38])=[O:37].C(C#N)(C)=O. The catalyst is C(Cl)Cl. The product is [S:36](=[O:38])(=[O:37])([O:11][CH2:10][C@@H:9]1[C@@H:4]2[C@@H:5]([O:6][C:2]([CH3:28])([CH3:1])[O:3]2)[C@H:7]([N:12]2[C:16]3[N:17]=[CH:18][N:19]=[C:20]([S:21][C:22]4[CH:27]=[CH:26][CH:25]=[CH:24][CH:23]=4)[C:15]=3[CH:14]=[CH:13]2)[CH2:8]1)[NH2:39]. The yield is 0.340. (5) The reactants are [CH3:1][S:2]([C:5]1[CH:10]=[CH:9][C:8]([CH:11]([CH2:15][C:16]2[CH:21]=[CH:20][CH:19]=[CH:18][C:17]=2[CH3:22])[C:12](O)=[O:13])=[CH:7][CH:6]=1)(=[O:4])=[O:3].[NH2:23][C:24]1[O:25][C:26]2[CH:32]=[CH:31][C:30]([Cl:33])=[CH:29][C:27]=2[N:28]=1.CCN=C=NCCCN(C)C.Cl. The catalyst is C(Cl)Cl.CN(C1C=CN=CC=1)C. The product is [Cl:33][C:30]1[CH:31]=[CH:32][C:26]2[O:25][C:24]([NH:23][C:12](=[O:13])[CH:11]([C:8]3[CH:7]=[CH:6][C:5]([S:2]([CH3:1])(=[O:4])=[O:3])=[CH:10][CH:9]=3)[CH2:15][C:16]3[CH:21]=[CH:20][CH:19]=[CH:18][C:17]=3[CH3:22])=[N:28][C:27]=2[CH:29]=1. The yield is 0.350.